The task is: Regression. Given a peptide amino acid sequence and an MHC pseudo amino acid sequence, predict their binding affinity value. This is MHC class I binding data.. This data is from Peptide-MHC class I binding affinity with 185,985 pairs from IEDB/IMGT. (1) The peptide sequence is KTGESSRCY. The MHC is HLA-A26:01 with pseudo-sequence HLA-A26:01. The binding affinity (normalized) is 0. (2) The peptide sequence is AFSLDVSEK. The MHC is HLA-A68:01 with pseudo-sequence HLA-A68:01. The binding affinity (normalized) is 0.185. (3) The peptide sequence is MSFLEKDAPY. The MHC is HLA-A23:01 with pseudo-sequence HLA-A23:01. The binding affinity (normalized) is 0. (4) The peptide sequence is FTNRSGSQ. The MHC is HLA-A68:01 with pseudo-sequence HLA-A68:01. The binding affinity (normalized) is 0. (5) The peptide sequence is FQPQEGQFI. The MHC is H-2-Kb with pseudo-sequence H-2-Kb. The binding affinity (normalized) is 0.0352. (6) The peptide sequence is LIDTTSRELK. The MHC is HLA-A03:01 with pseudo-sequence HLA-A03:01. The binding affinity (normalized) is 0.662. (7) The peptide sequence is MCFHQHLMY. The MHC is HLA-B58:01 with pseudo-sequence HLA-B58:01. The binding affinity (normalized) is 0.368. (8) The peptide sequence is TLAYTYEAY. The MHC is Mamu-B3901 with pseudo-sequence Mamu-B3901. The binding affinity (normalized) is 0. (9) The peptide sequence is RAIEAQQHL. The MHC is HLA-A30:02 with pseudo-sequence HLA-A30:02. The binding affinity (normalized) is 0.